From a dataset of Full USPTO retrosynthesis dataset with 1.9M reactions from patents (1976-2016). Predict the reactants needed to synthesize the given product. (1) Given the product [CH3:12][O:13][C:14]1[CH:15]=[C:16]([NH:22][C:23]2[S:24][CH:3]=[C:4]([C:6]3[CH:11]=[CH:10][N:9]=[CH:8][CH:7]=3)[N:25]=2)[CH:17]=[CH:18][C:19]=1[O:20][CH3:21], predict the reactants needed to synthesize it. The reactants are: Br.Br[CH2:3][C:4]([C:6]1[CH:11]=[CH:10][N:9]=[CH:8][CH:7]=1)=O.[CH3:12][O:13][C:14]1[CH:15]=[C:16]([NH:22][C:23]([NH2:25])=[S:24])[CH:17]=[CH:18][C:19]=1[O:20][CH3:21].N. (2) Given the product [Br:2][C:3]1[CH:8]=[C:7]2[C:6](=[CH:5][CH:4]=1)[NH:9][C:20]([C:17]1[CH:16]=[CH:15][C:14]([O:13][C:12]([F:11])([F:23])[F:24])=[CH:19][CH:18]=1)=[CH:21]2, predict the reactants needed to synthesize it. The reactants are: Cl.[Br:2][C:3]1[CH:8]=[CH:7][C:6]([NH:9]N)=[CH:5][CH:4]=1.[F:11][C:12]([F:24])([F:23])[O:13][C:14]1[CH:19]=[CH:18][C:17]([C:20](=O)[CH3:21])=[CH:16][CH:15]=1.CC([O-])=O.[Na+]. (3) Given the product [F:27][C:28]1[CH:35]=[C:34]([O:10][CH:7]([C:6]2[S:5][C:4]([C:11]3[CH:16]=[CH:15][C:14]([C:17]([F:20])([F:18])[F:19])=[CH:13][CH:12]=3)=[N:3][C:2]=2[CH3:1])[CH2:8][CH3:9])[C:33]([F:37])=[CH:32][C:29]=1[C:30]#[N:31], predict the reactants needed to synthesize it. The reactants are: [CH3:1][C:2]1[N:3]=[C:4]([C:11]2[CH:16]=[CH:15][C:14]([C:17]([F:20])([F:19])[F:18])=[CH:13][CH:12]=2)[S:5][C:6]=1[CH:7]([OH:10])[CH2:8][CH3:9].CC(C)([O-])C.[K+].[F:27][C:28]1[CH:35]=[C:34](F)[C:33]([F:37])=[CH:32][C:29]=1[C:30]#[N:31].O. (4) Given the product [CH3:1][C:2]1[CH:7]=[C:6]([CH3:8])[CH:5]=[C:4]([CH3:9])[C:3]=1[CH2:10][C:11]([OH:14])=[O:18], predict the reactants needed to synthesize it. The reactants are: [CH3:1][C:2]1[CH:7]=[C:6]([CH3:8])[CH:5]=[C:4]([CH3:9])[C:3]=1[CH2:10][C:11]#N.S(=O)(=O)(O)[OH:14].[OH2:18]. (5) Given the product [F:79][C:42]1[CH:41]=[C:40]([NH:39][C:15]([C:12]2[C:13](=[O:14])[N:8]([C:5]3[CH:4]=[CH:3][C:2]([F:1])=[CH:7][CH:6]=3)[N:9]=[CH:10][CH:11]=2)=[O:17])[CH:78]=[CH:77][C:43]=1[O:44][C:45]1[CH:50]=[CH:49][N:48]=[C:47]2[N:51]([CH2:68][C:69]3[CH:74]=[CH:73][C:72]([O:75][CH3:76])=[CH:71][CH:70]=3)[N:52]=[C:53]([O:54][CH:55]3[CH2:60][CH2:59][N:58]([C:61]([O:63][C:64]([CH3:66])([CH3:67])[CH3:65])=[O:62])[CH2:57][CH2:56]3)[C:46]=12, predict the reactants needed to synthesize it. The reactants are: [F:1][C:2]1[CH:7]=[CH:6][C:5]([N:8]2[C:13](=[O:14])[C:12]([C:15]([OH:17])=O)=[CH:11][CH:10]=[N:9]2)=[CH:4][CH:3]=1.CCN=C=NCCCN(C)C.C1C=CC2N(O)N=NC=2C=1.[NH2:39][C:40]1[CH:78]=[CH:77][C:43]([O:44][C:45]2[CH:50]=[CH:49][N:48]=[C:47]3[N:51]([CH2:68][C:69]4[CH:74]=[CH:73][C:72]([O:75][CH3:76])=[CH:71][CH:70]=4)[N:52]=[C:53]([O:54][CH:55]4[CH2:60][CH2:59][N:58]([C:61]([O:63][C:64]([CH3:67])([CH3:66])[CH3:65])=[O:62])[CH2:57][CH2:56]4)[C:46]=23)=[C:42]([F:79])[CH:41]=1.OC1CCN(C(OC(C)(C)C)=O)CC1.CCN(CC)CC. (6) Given the product [C:1]([O:5][C:6](=[O:29])[NH:7][CH:8]1[CH2:17][CH2:16][C:15]2[C:10](=[CH:11][C:12]([CH2:18][NH2:19])=[CH:13][CH:14]=2)[CH:9]1[CH2:20][C:21]1[CH:26]=[CH:25][C:24]([Cl:27])=[C:23]([Cl:28])[CH:22]=1)([CH3:4])([CH3:2])[CH3:3], predict the reactants needed to synthesize it. The reactants are: [C:1]([O:5][C:6](=[O:29])[NH:7][CH:8]1[CH2:17][CH2:16][C:15]2[C:10](=[CH:11][C:12]([C:18]#[N:19])=[CH:13][CH:14]=2)[CH:9]1[CH2:20][C:21]1[CH:26]=[CH:25][C:24]([Cl:27])=[C:23]([Cl:28])[CH:22]=1)([CH3:4])([CH3:3])[CH3:2]. (7) Given the product [NH2:1][C:2]1[C:3]2[C:13]([O:14][CH2:15][C:16]([NH:19][C:20]([C:22]3[CH:27]=[CH:26][N:25]=[C:24]([N:28]4[CH:32]=[C:31]([C:33]([OH:35])=[O:34])[N:30]=[CH:29]4)[CH:23]=3)=[O:21])([CH3:17])[CH3:18])=[CH:12][CH:11]=[CH:10][C:4]=2[NH:5][S:6](=[O:8])(=[O:9])[N:7]=1, predict the reactants needed to synthesize it. The reactants are: [NH2:1][C:2]1[C:3]2[C:13]([O:14][CH2:15][C:16]([NH:19][C:20]([C:22]3[CH:27]=[CH:26][N:25]=[C:24]([N:28]4[CH:32]=[C:31]([C:33]([O:35]C)=[O:34])[N:30]=[CH:29]4)[CH:23]=3)=[O:21])([CH3:18])[CH3:17])=[CH:12][CH:11]=[CH:10][C:4]=2[NH:5][S:6](=[O:9])(=[O:8])[N:7]=1.C([O-])([O-])=O.[Na+].[Na+].Cl.